Task: Predict the product of the given reaction.. Dataset: Forward reaction prediction with 1.9M reactions from USPTO patents (1976-2016) (1) Given the reactants C(C1C=C(C)C=C(C(C)(C)C)C=1[OH:16])(C)(C)C.CN(CCCN1CN(CCCN(C)C)CN(CCCN(C)C)C1)C.[CH3:41][S:42][C:43]1[CH:48]=[CH:47][CH:46]=[CH:45][C:44]=1[N:49]=[C:50]=[O:51].[C:52]([O:56][CH2:57][CH2:58][CH:59](O)[CH3:60])(=[O:55])[CH:53]=[CH2:54].[N-]=C=O, predict the reaction product. The product is: [C:52]([O:56][CH2:57][CH:58]([O:51][C:50](=[O:16])[NH:49][C:44]1[CH:45]=[CH:46][CH:47]=[CH:48][C:43]=1[S:42][CH3:41])[CH2:59][CH3:60])(=[O:55])[CH:53]=[CH2:54]. (2) Given the reactants C([O-])=O.[Na+].C(N(CC)CC)C.[Cl:12][C:13]1[CH:18]=[C:17]([NH:19][CH2:20][C:21]([CH3:23])=[CH2:22])[C:16](I)=[CH:15][N:14]=1, predict the reaction product. The product is: [Cl:12][C:13]1[N:14]=[CH:15][C:16]2[C:21]([CH3:23])([CH3:22])[CH2:20][NH:19][C:17]=2[CH:18]=1.